Task: Predict the reaction yield, written as a fraction of the theoretical maximum amount of product (1.0 means a 100% yield; for example, 0.34 means a 34% yield).. Dataset: Reaction yield outcomes from USPTO patents with 853,638 reactions (1) The reactants are [CH2:1]([NH:8][CH2:9][C:10]1[CH:44]=[CH:43][C:13]([CH2:14][N:15]([CH2:31][CH2:32][CH2:33][CH2:34][NH:35]C(=O)OC(C)(C)C)[C:16]([NH:18][C@H:19]([C:21]2[C:30]3[C:25](=[CH:26][CH:27]=[CH:28][CH:29]=3)[CH:24]=[CH:23][CH:22]=2)[CH3:20])=[O:17])=[CH:12][CH:11]=1)[C:2]1[CH:7]=[CH:6][CH:5]=[CH:4][CH:3]=1.S(Cl)(Cl)=O.C1(N)C(F)=C(F)C(F)=C(N)C=1F.Cl.Cl. The catalyst is CO. The product is [NH2:35][CH2:34][CH2:33][CH2:32][CH2:31][N:15]([CH2:14][C:13]1[CH:12]=[CH:11][C:10]([CH2:9][NH:8][CH2:1][C:2]2[CH:3]=[CH:4][CH:5]=[CH:6][CH:7]=2)=[CH:44][CH:43]=1)[C:16]([NH:18][C@H:19]([C:21]1[C:30]2[C:25](=[CH:26][CH:27]=[CH:28][CH:29]=2)[CH:24]=[CH:23][CH:22]=1)[CH3:20])=[O:17]. The yield is 0.950. (2) The reactants are [CH3:1][C:2]1[NH:3][C:4]2[C:9]([CH:10]=1)=[CH:8][CH:7]=[CH:6][C:5]=2[CH3:11].[CH3:12]C1C2C(=CC=CC=2)NC=1. No catalyst specified. The product is [CH3:12][N:3]1[C:4]2[C:9](=[CH:8][CH:7]=[CH:6][C:5]=2[CH3:11])[CH:10]=[C:2]1[CH3:1]. The yield is 0.870. (3) The reactants are [S:1]1[C:5]2[CH:6]=[CH:7][CH:8]=[CH:9][C:4]=2[N:3]=[C:2]1[NH:10][C:11](=[O:20])[C:12]1[CH:17]=[C:16]([F:18])[CH:15]=[C:14]([F:19])[CH:13]=1.C(=O)([O-])[O-].[K+].[K+].Br[CH:28]([CH3:34])[C:29]([O:31][CH2:32][CH3:33])=[O:30]. The catalyst is CN(C)C=O.O. The product is [F:19][C:14]1[CH:13]=[C:12]([CH:17]=[C:16]([F:18])[CH:15]=1)[C:11]([N:10]=[C:2]1[N:3]([CH:28]([CH3:34])[C:29]([O:31][CH2:32][CH3:33])=[O:30])[C:4]2[CH:9]=[CH:8][CH:7]=[CH:6][C:5]=2[S:1]1)=[O:20]. The yield is 0.820. (4) The reactants are [F:1][C:2]1[CH:7]=[CH:6][C:5]([S:8]([NH:11][C@@H:12]([CH:17]([OH:19])[CH3:18])[C:13]([O:15][CH3:16])=[O:14])(=[O:10])=[O:9])=[CH:4][CH:3]=1.[C:20]([O-])([O-])=O.[K+].[K+].CI. The catalyst is CN(C=O)C.C(OCC)(=O)C. The product is [CH3:20][N:11]([S:8]([C:5]1[CH:4]=[CH:3][C:2]([F:1])=[CH:7][CH:6]=1)(=[O:9])=[O:10])[C@@H:12]([CH:17]([OH:19])[CH3:18])[C:13]([O:15][CH3:16])=[O:14]. The yield is 0.860. (5) The reactants are Br[CH2:2][C:3]1[CH:8]=[CH:7][C:6]([C@@:9]([NH:31][C:32](=[O:44])[C:33]2[CH:38]=[CH:37][C:36]([F:39])=[C:35]([C:40]([F:43])([F:42])[F:41])[CH:34]=2)([C:17]2[CH:22]=[C:21]([O:23][C:24]([F:29])([F:28])[CH:25]([F:27])[F:26])[CH:20]=[C:19]([F:30])[CH:18]=2)[CH2:10][C:11]2[CH:16]=[CH:15][CH:14]=[CH:13][CH:12]=2)=[CH:5][CH:4]=1.[CH3:45][O-:46].[Na+]. The catalyst is CO. The product is [F:39][C:36]1[CH:37]=[CH:38][C:33]([C:32]([NH:31][C@@:9]([C:17]2[CH:22]=[C:21]([O:23][C:24]([F:28])([F:29])[CH:25]([F:27])[F:26])[CH:20]=[C:19]([F:30])[CH:18]=2)([C:6]2[CH:5]=[CH:4][C:3]([CH2:2][O:46][CH3:45])=[CH:8][CH:7]=2)[CH2:10][C:11]2[CH:16]=[CH:15][CH:14]=[CH:13][CH:12]=2)=[O:44])=[CH:34][C:35]=1[C:40]([F:43])([F:41])[F:42]. The yield is 0.670. (6) The reactants are [OH-].[Na+].C([O:5][C:6]([C:8]1[CH:12]=[C:11]([CH3:13])[NH:10][N:9]=1)=[O:7])C.Cl. The catalyst is CCO. The product is [CH3:13][C:11]1[NH:10][N:9]=[C:8]([C:6]([OH:7])=[O:5])[CH:12]=1. The yield is 0.880. (7) The reactants are OC(C)CC(OCC)=O.[C:10]([CH2:12][CH:13]([OH:20])[CH2:14][C:15]([O:17][CH2:18][CH3:19])=[O:16])#[N:11]. No catalyst specified. The product is [C:10]([CH2:12][C@@H:13]([OH:20])[CH2:14][C:15]([O:17][CH2:18][CH3:19])=[O:16])#[N:11]. The yield is 0.990.